Task: Predict which catalyst facilitates the given reaction.. Dataset: Catalyst prediction with 721,799 reactions and 888 catalyst types from USPTO (1) Reactant: [N+:1]([C:4]1[CH:9]=[CH:8][C:7]([O:10][Si:11]([CH3:17])([CH3:16])[C:12]([CH3:15])([CH3:14])[CH3:13])=[CH:6][CH:5]=1)([O-])=O. Product: [CH3:17][Si:11]([CH3:16])([O:10][C:7]1[CH:6]=[CH:5][C:4]([NH2:1])=[CH:9][CH:8]=1)[C:12]([CH3:15])([CH3:14])[CH3:13]. The catalyst class is: 78. (2) The catalyst class is: 12. Product: [F:1][C:2]1[CH:7]=[C:6]([F:8])[CH:5]=[CH:4][C:3]=1[C@@H:9]([NH:22][C:23]([C:25]1[C:26]([OH:36])=[N:27][C:28]([N:31]2[CH:35]=[CH:34][CH:33]=[N:32]2)=[N:29][CH:30]=1)=[O:24])[C:10]1[CH:15]=[CH:14][C:13]([P:16]([CH3:21])(=[O:17])[OH:20])=[CH:12][CH:11]=1. Reactant: [F:1][C:2]1[CH:7]=[C:6]([F:8])[CH:5]=[CH:4][C:3]=1[C@@H:9]([NH:22][C:23]([C:25]1[C:26]([OH:36])=[N:27][C:28]([N:31]2[CH:35]=[CH:34][CH:33]=[N:32]2)=[N:29][CH:30]=1)=[O:24])[C:10]1[CH:15]=[CH:14][C:13]([P:16]([CH3:21])(=[O:20])[O:17]CC)=[CH:12][CH:11]=1.[OH-].[Na+].